From a dataset of Reaction yield outcomes from USPTO patents with 853,638 reactions. Predict the reaction yield, written as a fraction of the theoretical maximum amount of product (1.0 means a 100% yield; for example, 0.34 means a 34% yield). (1) The reactants are C(O/[N:5]=[C:6](/[C:8]1[CH:9]=[C:10]([C:15]2([C:18]([O:20][CH3:21])=[O:19])[CH2:17][CH2:16]2)[CH:11]=[CH:12][C:13]=1[OH:14])\[CH3:7])(=O)C.N1C=CC=CC=1.O. The catalyst is CN(C=O)C. The product is [CH3:7][C:6]1[C:8]2[CH:9]=[C:10]([C:15]3([C:18]([O:20][CH3:21])=[O:19])[CH2:17][CH2:16]3)[CH:11]=[CH:12][C:13]=2[O:14][N:5]=1. The yield is 0.820. (2) The yield is 0.620. The catalyst is ClCCl. The product is [F:24][C:19]1[CH:20]=[CH:21][CH:22]=[CH:23][C:18]=1[O:17][C:14]1[CH:13]=[CH:12][C:11]([C:10]2[C:3]3[C:4](=[N:5][CH:6]=[N:7][C:2]=3[NH2:1])[N:8]([C@@H:25]3[CH2:30][CH2:29][CH2:28][NH:27][CH2:26]3)[N:9]=2)=[CH:16][CH:15]=1. The reactants are [NH2:1][C:2]1[N:7]=[CH:6][N:5]=[C:4]2[N:8]([C@@H:25]3[CH2:30][CH2:29][CH2:28][N:27](C(OC(C)(C)C)=O)[CH2:26]3)[N:9]=[C:10]([C:11]3[CH:16]=[CH:15][C:14]([O:17][C:18]4[CH:23]=[CH:22][CH:21]=[CH:20][C:19]=4[F:24])=[CH:13][CH:12]=3)[C:3]=12.FC(F)(F)C(O)=O. (3) The reactants are [NH2:1][C:2]1[C:3]([O:17]C)=[C:4]([C:9]2[S:13][C:12]([C:14]([OH:16])=[O:15])=[CH:11][CH:10]=2)[CH:5]=[C:6]([CH3:8])[CH:7]=1.B(Br)(Br)[Br:20]. The catalyst is ClCCl. The product is [BrH:20].[NH2:1][C:2]1[C:3]([OH:17])=[C:4]([C:9]2[S:13][C:12]([C:14]([OH:16])=[O:15])=[CH:11][CH:10]=2)[CH:5]=[C:6]([CH3:8])[CH:7]=1. The yield is 0.455.